Dataset: Full USPTO retrosynthesis dataset with 1.9M reactions from patents (1976-2016). Task: Predict the reactants needed to synthesize the given product. (1) Given the product [OH:1][CH:2]([CH2:3][NH:23][C:22]1[CH:24]=[CH:25][C:19]([C:18]([F:17])([F:26])[F:27])=[CH:20][CH:21]=1)[CH2:4][O:5][C:6]1[CH:16]=[CH:15][CH:14]=[CH:13][C:7]=1[CH2:8][O:9][C:10](=[O:12])[CH3:11], predict the reactants needed to synthesize it. The reactants are: [O:1]1[CH2:3][CH:2]1[CH2:4][O:5][C:6]1[CH:16]=[CH:15][CH:14]=[CH:13][C:7]=1[CH2:8][O:9][C:10](=[O:12])[CH3:11].[F:17][C:18]([F:27])([F:26])[C:19]1[CH:25]=[CH:24][C:22]([NH2:23])=[CH:21][CH:20]=1.[Li+].[Br-]. (2) Given the product [Cl:1][C:2]1[CH:7]=[C:6]([O:8][CH3:9])[CH:5]=[CH:4][C:3]=1[CH2:10]/[C:11](=[N:20]\[S@@:18]([C:15]([CH3:17])([CH3:16])[CH3:14])=[O:19])/[CH3:12], predict the reactants needed to synthesize it. The reactants are: [Cl:1][C:2]1[CH:7]=[C:6]([O:8][CH3:9])[CH:5]=[CH:4][C:3]=1[CH2:10][C:11](=O)[CH3:12].[CH3:14][C:15]([S@@:18]([NH2:20])=[O:19])([CH3:17])[CH3:16].O. (3) Given the product [OH:1][C:2]1[N:7]=[C:6]([C:8]2[CH:13]=[CH:12][CH:11]=[CH:10][C:9]=2[O:14][CH3:15])[N:5]([CH2:16][C:17]2[CH:22]=[CH:21][CH:20]=[CH:19][CH:18]=2)[C:4](=[O:23])[C:3]=1[C:34]([NH:41][CH2:55][C:56]([OH:58])=[O:57])=[O:43], predict the reactants needed to synthesize it. The reactants are: [OH:1][C:2]1[N:7]=[C:6]([C:8]2[CH:13]=[CH:12][CH:11]=[CH:10][C:9]=2[O:14][CH3:15])[N:5]([CH2:16][C:17]2[CH:22]=[CH:21][CH:20]=[CH:19][CH:18]=2)[C:4](=[O:23])[CH:3]=1.[Cl-].C[Al+]C.CCCCCC.[CH2:34]([NH2:41])C1C=CC=CC=1.C[O:43]C1C=CC=CC=1C#N.[OH-].[Na+].C(OCC)(=O)[CH2:55][C:56]([O:58]CC)=[O:57].C[O-].[Na+].Cl. (4) Given the product [Cl:2][C:3]1[CH:8]=[CH:7][C:6]([NH:9][NH:10][C:21](=[O:22])[C:20]2[CH:30]=[CH:29][CH:28]=[CH:27][C:26]=2[NH2:25])=[CH:5][CH:4]=1, predict the reactants needed to synthesize it. The reactants are: Cl.[Cl:2][C:3]1[CH:8]=[CH:7][C:6]([NH:9][NH2:10])=[CH:5][CH:4]=1.C(N(C(C)C)CC)(C)C.[C:20]12[C:26](=[CH:27][CH:28]=[CH:29][CH:30]=1)[NH:25]C(=O)O[C:21]2=[O:22]. (5) Given the product [F:24][C:23]1[C:22]([F:25])=[C:8]([NH:9][C:14]2[CH:19]=[CH:18][C:17]([I:20])=[CH:16][C:15]=2[CH3:21])[C:7]([C:12]([OH:13])=[O:11])=[CH:6][C:5]=1[C:3]([NH:2][CH3:1])=[O:4], predict the reactants needed to synthesize it. The reactants are: [CH3:1][NH:2][C:3]([C:5]1[C:23]([F:24])=[C:22]([F:25])[C:8]2[N:9]([C:14]3[CH:19]=[CH:18][C:17]([I:20])=[CH:16][C:15]=3[CH3:21])C[O:11][C:12](=[O:13])[C:7]=2[CH:6]=1)=[O:4].OCC(CO)O.Cl. (6) The reactants are: [CH3:1][O:2][C:3]1[CH:12]=[CH:11][C:10]2[CH2:9][CH2:8][CH2:7][CH2:6][C:5]=2[N:4]=1.[Li][C:14]([CH3:17])([CH3:16])[CH3:15].[C:18](=[O:20])=O.[CH3:21]N(C=O)C.CN(C)C1C=CC(C[NH:33][C:34]2[CH:39]=[CH:38][C:37]([CH:40]([CH3:42])[CH3:41])=[CH:36][CH:35]=2)=CC=1.[CH3:46][N:47]1[CH2:52]CO[CH2:49][CH2:48]1.CCCP(O)(O)=O.C([O-])(O)=O.[Na+].CCOC(C)=O. Given the product [CH3:52][N:47]([CH3:46])[C:48]1[CH:21]=[CH:17][C:14]([CH2:16][N:33]([C:34]2[CH:35]=[CH:36][C:37]([CH:40]([CH3:41])[CH3:42])=[CH:38][CH:39]=2)[C:18]([CH:6]2[C:5]3[N:4]=[C:3]([O:2][CH3:1])[CH:12]=[CH:11][C:10]=3[CH2:9][CH2:8][CH2:7]2)=[O:20])=[CH:15][CH:49]=1, predict the reactants needed to synthesize it.